Dataset: Forward reaction prediction with 1.9M reactions from USPTO patents (1976-2016). Task: Predict the product of the given reaction. (1) Given the reactants [C:1]1([CH2:7][CH2:8][CH2:9][CH2:10][CH2:11][O:12][CH2:13][C:14]2[O:18][N:17]=[C:16]([C:19]([O:21]CC)=[O:20])[CH:15]=2)[CH:6]=[CH:5][CH:4]=[CH:3][CH:2]=1.C(O)C.[OH-].[Na+], predict the reaction product. The product is: [C:1]1([CH2:7][CH2:8][CH2:9][CH2:10][CH2:11][O:12][CH2:13][C:14]2[O:18][N:17]=[C:16]([C:19]([OH:21])=[O:20])[CH:15]=2)[CH:2]=[CH:3][CH:4]=[CH:5][CH:6]=1. (2) Given the reactants [CH3:1][O:2][C:3]1[CH:8]=[C:7]([CH3:9])OC(=O)[CH:4]=1.[C:11]([O:19][CH3:20])(=[O:18])[C:12]#[C:13][C:14]([O:16][CH3:17])=[O:15], predict the reaction product. The product is: [CH3:1][O:2][C:3]1[CH:4]=[C:13]([C:14]([O:16][CH3:17])=[O:15])[C:12]([C:11]([O:19][CH3:20])=[O:18])=[C:7]([CH3:9])[CH:8]=1. (3) The product is: [C:57]([O:56][C:54]([NH:53][C@@H:41]1[CH2:42][C@H:43]([NH:45][C:46]([O:48][C:49]([CH3:52])([CH3:51])[CH3:50])=[O:47])[CH2:44][N:39]([C:3]2[CH:2]=[C:7]([NH:8][C:9]3[CH:14]=[CH:13][C:12]([NH2:15])=[CH:11][CH:10]=3)[CH:6]=[C:5]([N:17]3[CH2:22][C@@H:21]([NH:23][C:24]([O:26][C:27]([CH3:30])([CH3:29])[CH3:28])=[O:25])[CH2:20][C@@H:19]([NH:31][C:32]([O:34][C:35]([CH3:38])([CH3:37])[CH3:36])=[O:33])[CH2:18]3)[N:4]=2)[CH2:40]1)=[O:55])([CH3:58])([CH3:59])[CH3:60]. Given the reactants Cl[C:2]1[C:3]([N:39]2[CH2:44][C@@H:43]([NH:45][C:46]([O:48][C:49]([CH3:52])([CH3:51])[CH3:50])=[O:47])[CH2:42][C@@H:41]([NH:53][C:54]([O:56][C:57]([CH3:60])([CH3:59])[CH3:58])=[O:55])[CH2:40]2)=[N:4][C:5]([N:17]2[CH2:22][C@@H:21]([NH:23][C:24]([O:26][C:27]([CH3:30])([CH3:29])[CH3:28])=[O:25])[CH2:20][C@@H:19]([NH:31][C:32]([O:34][C:35]([CH3:38])([CH3:37])[CH3:36])=[O:33])[CH2:18]2)=[C:6](Cl)[C:7]=1[NH:8][C:9]1[CH:14]=[CH:13][C:12]([NH2:15])=[CH:11][CH:10]=1.C([O-])=O.[NH4+], predict the reaction product. (4) Given the reactants [CH3:1][N:2]1[C:6]2[CH:7]=[CH:8][C:9]([C:11](O)=[O:12])=[CH:10][C:5]=2[N:4]=[C:3]1[NH:14][C:15]1[S:16][C:17]2[CH:23]=[C:22]([O:24][C:25]([F:28])([F:27])[F:26])[CH:21]=[CH:20][C:18]=2[N:19]=1.[C:29]([O:33][C:34](=[O:43])[N:35]([CH2:37][CH2:38][O:39][CH2:40][CH2:41][NH2:42])[CH3:36])([CH3:32])([CH3:31])[CH3:30].CN(C(ON1N=NC2C=CC=CC1=2)=[N+](C)C)C.F[P-](F)(F)(F)(F)F.CCN(C(C)C)C(C)C, predict the reaction product. The product is: [C:29]([O:33][C:34](=[O:43])[N:35]([CH3:36])[CH2:37][CH2:38][O:39][CH2:40][CH2:41][NH:42][C:11]([C:9]1[CH:8]=[CH:7][C:6]2[N:2]([CH3:1])[C:3]([NH:14][C:15]3[S:16][C:17]4[CH:23]=[C:22]([O:24][C:25]([F:28])([F:26])[F:27])[CH:21]=[CH:20][C:18]=4[N:19]=3)=[N:4][C:5]=2[CH:10]=1)=[O:12])([CH3:32])([CH3:30])[CH3:31]. (5) Given the reactants [Cl:1][C:2]1[C:10]2[O:9][CH:8](/[CH:11]=[CH:12]/[C:13]([O:15]CC)=[O:14])[CH2:7][C:6]=2[C:5]([C:18]2[CH:23]=[CH:22][C:21]([S:24]([N:27]3[CH2:32][CH2:31][O:30][CH2:29][CH2:28]3)(=[O:26])=[O:25])=[CH:20][CH:19]=2)=[CH:4][CH:3]=1.[Li+].[OH-].O.Cl, predict the reaction product. The product is: [Cl:1][C:2]1[C:10]2[O:9][CH:8](/[CH:11]=[CH:12]/[C:13]([OH:15])=[O:14])[CH2:7][C:6]=2[C:5]([C:18]2[CH:19]=[CH:20][C:21]([S:24]([N:27]3[CH2:32][CH2:31][O:30][CH2:29][CH2:28]3)(=[O:25])=[O:26])=[CH:22][CH:23]=2)=[CH:4][CH:3]=1. (6) Given the reactants [H-].[Na+].[Br:3][C:4]1[CH:5]=[C:6]2[C:10](=[CH:11][CH:12]=1)[NH:9][C:8](=[O:13])[C:7]2=[O:14].[CH3:15][O:16][C:17](=[O:24])[CH:18](Br)[CH2:19][CH:20]([CH3:22])[CH3:21], predict the reaction product. The product is: [CH3:15][O:16][C:17](=[O:24])[CH:18]([N:9]1[C:10]2[C:6](=[CH:5][C:4]([Br:3])=[CH:12][CH:11]=2)[C:7](=[O:14])[C:8]1=[O:13])[CH2:19][CH:20]([CH3:22])[CH3:21]. (7) Given the reactants CN(C(ON1N=NC2C=CC=NC1=2)=[N+](C)C)C.F[P-](F)(F)(F)(F)F.Cl.[F:26][C:27]1[CH:28]=[CH:29][C:30]([CH3:40])=[C:31]2[C:35]=1[NH:34][C:33]([CH3:36])=[C:32]2[CH2:37][CH2:38][NH2:39].[F:41][C:42]1[CH:47]=[CH:46][C:45]([S:48][CH2:49][C:50](O)=[O:51])=[CH:44][CH:43]=1.C(N(C(C)C)C(C)C)C.C(=O)(O)[O-], predict the reaction product. The product is: [F:26][C:27]1[CH:28]=[CH:29][C:30]([CH3:40])=[C:31]2[C:35]=1[NH:34][C:33]([CH3:36])=[C:32]2[CH2:37][CH2:38][NH:39][C:50](=[O:51])[CH2:49][S:48][C:45]1[CH:46]=[CH:47][C:42]([F:41])=[CH:43][CH:44]=1. (8) Given the reactants Cl.[CH3:2][O:3][C:4]1[CH:9]=[CH:8][C:7]([O:10][CH3:11])=[CH:6][C:5]=1[C:12]1[S:20][C:19]2[C:18](=[O:21])[N:17]([CH:22]3[CH2:27][CH2:26][NH:25][CH2:24][CH2:23]3)[C:16](=[O:28])[N:15]([CH2:29][C:30]3[CH:35]=[CH:34][C:33]([O:36][CH3:37])=[C:32]([F:38])[CH:31]=3)[C:14]=2[CH:13]=1.[CH2:39]([O:41][C:42]1[C:51]([O:52][CH3:53])=[CH:50][C:49]2[C:48]([C:54]3[CH:62]=[CH:61][C:57]([C:58](O)=[O:59])=[CH:56][CH:55]=3)=[N:47][C@@H:46]3[CH2:63][CH2:64][S:65][CH2:66][C@@H:45]3[C:44]=2[CH:43]=1)[CH3:40].CN(C(ON1N=NC2C=CC=NC1=2)=[N+](C)C)C.F[P-](F)(F)(F)(F)F.CCN(C(C)C)C(C)C, predict the reaction product. The product is: [CH3:2][O:3][C:4]1[CH:9]=[CH:8][C:7]([O:10][CH3:11])=[CH:6][C:5]=1[C:12]1[S:20][C:19]2[C:18](=[O:21])[N:17]([CH:22]3[CH2:27][CH2:26][N:25]([C:58]([C:57]4[CH:61]=[CH:62][C:54]([C:48]5[C:49]6[CH:50]=[C:51]([O:52][CH3:53])[C:42]([O:41][CH2:39][CH3:40])=[CH:43][C:44]=6[C@H:45]6[CH2:66][S:65][CH2:64][CH2:63][C@H:46]6[N:47]=5)=[CH:55][CH:56]=4)=[O:59])[CH2:24][CH2:23]3)[C:16](=[O:28])[N:15]([CH2:29][C:30]3[CH:35]=[CH:34][C:33]([O:36][CH3:37])=[C:32]([F:38])[CH:31]=3)[C:14]=2[CH:13]=1.